This data is from Reaction yield outcomes from USPTO patents with 853,638 reactions. The task is: Predict the reaction yield, written as a fraction of the theoretical maximum amount of product (1.0 means a 100% yield; for example, 0.34 means a 34% yield). (1) The reactants are O.N.[C:3]([N:7]1[C@H:11]([C:12](=[O:40])[NH:13][C:14]2[CH:15]=[C:16]3[C:21](=[CH:22][CH:23]=2)[N:20]=[CH:19][N:18]=[C:17]3[NH:24][C:25]2[CH:30]=[CH:29][C:28]([O:31][CH2:32][C:33]3[CH:38]=[CH:37][CH:36]=[CH:35][N:34]=3)=[C:27]([Cl:39])[CH:26]=2)[CH2:10][C@@H:9]([O:41]C(=O)C)[CH2:8]1)(=[O:6])[CH:4]=[CH2:5].C(Cl)(Cl)Cl. The catalyst is CO. The product is [Cl:39][C:27]1[CH:26]=[C:25]([NH:24][C:17]2[C:16]3[C:21](=[CH:22][CH:23]=[C:14]([NH:13][C:12]([C@@H:11]4[CH2:10][C@@H:9]([OH:41])[CH2:8][N:7]4[C:3](=[O:6])[CH:4]=[CH2:5])=[O:40])[CH:15]=3)[N:20]=[CH:19][N:18]=2)[CH:30]=[CH:29][C:28]=1[O:31][CH2:32][C:33]1[CH:38]=[CH:37][CH:36]=[CH:35][N:34]=1. The yield is 0.660. (2) The reactants are [C:1](=[O:12])([O:7][C:8]([CH3:11])([CH3:10])[CH3:9])OC(C)(C)C.[NH2:13][C:14]1[CH:18]=[C:17]([CH3:19])[NH:16][N:15]=1.[OH-].[K+]. The catalyst is C(Cl)Cl. The product is [NH2:13][C:14]1[N:15]([C:1]([O:7][C:8]([CH3:9])([CH3:10])[CH3:11])=[O:12])[N:16]=[C:17]([CH3:19])[CH:18]=1. The yield is 0.230. (3) The reactants are C1(P(C2C=CC=CC=2)C2C=CC=CC=2)C=CC=CC=1.C(C[C:25]([C:33]([OH:35])=O)([N:27]1[CH2:32][CH2:31][NH:30][CH2:29][CH2:28]1)O)(C)(C)C.CCOC(/N=N/C(OCC)=O)=O.O1CCCCC1[N:54]1[C:62]2[C:57](=[CH:58][C:59]([C:63]3[N:67]=[CH:66][N:65](C(C4C=CC=CC=4)(C4C=CC=CC=4)C4C=CC=CC=4)[N:64]=3)=[CH:60][CH:61]=2)[C:56]([C:87]2[CH:88]=[C:89](O)[CH:90]=[CH:91][CH:92]=2)=[N:55]1.Cl. The catalyst is O1CCCC1. The product is [NH:65]1[CH:66]=[N:67][C:63]([C:59]2[CH:58]=[C:57]3[C:62](=[CH:61][CH:60]=2)[NH:54][N:55]=[C:56]3[C:87]2[CH:88]=[CH:89][CH:90]=[C:91]([O:35][CH2:33][CH2:25][N:27]3[CH2:28][CH2:29][NH:30][CH2:31][CH2:32]3)[CH:92]=2)=[N:64]1. The yield is 0.270. (4) The reactants are [CH3:1][C:2]1([C:8]([OH:10])=O)[CH2:7][CH2:6][O:5][CH2:4][CH2:3]1.C1C=CC2N(O)N=[N:17]C=2C=1.C(Cl)CCl.[NH4+].[OH-]. The catalyst is CC#N. The product is [CH3:1][C:2]1([C:8]([NH2:17])=[O:10])[CH2:7][CH2:6][O:5][CH2:4][CH2:3]1. The yield is 0.700.